This data is from NCI-60 drug combinations with 297,098 pairs across 59 cell lines. The task is: Regression. Given two drug SMILES strings and cell line genomic features, predict the synergy score measuring deviation from expected non-interaction effect. (1) Synergy scores: CSS=91.5, Synergy_ZIP=3.32, Synergy_Bliss=3.92, Synergy_Loewe=4.91, Synergy_HSA=7.50. Cell line: MOLT-4. Drug 2: N.N.Cl[Pt+2]Cl. Drug 1: C1CN(CCN1C(=O)CCBr)C(=O)CCBr. (2) Drug 1: C1=CC(=CC=C1CCC2=CNC3=C2C(=O)NC(=N3)N)C(=O)NC(CCC(=O)O)C(=O)O. Drug 2: CC1C(C(=O)NC(C(=O)N2CCCC2C(=O)N(CC(=O)N(C(C(=O)O1)C(C)C)C)C)C(C)C)NC(=O)C3=C4C(=C(C=C3)C)OC5=C(C(=O)C(=C(C5=N4)C(=O)NC6C(OC(=O)C(N(C(=O)CN(C(=O)C7CCCN7C(=O)C(NC6=O)C(C)C)C)C)C(C)C)C)N)C. Cell line: NCI/ADR-RES. Synergy scores: CSS=8.84, Synergy_ZIP=-6.49, Synergy_Bliss=-5.30, Synergy_Loewe=-5.96, Synergy_HSA=-5.65. (3) Drug 1: CC=C1C(=O)NC(C(=O)OC2CC(=O)NC(C(=O)NC(CSSCCC=C2)C(=O)N1)C(C)C)C(C)C. Drug 2: CC(C)NC(=O)C1=CC=C(C=C1)CNNC.Cl. Cell line: BT-549. Synergy scores: CSS=43.0, Synergy_ZIP=0.191, Synergy_Bliss=-0.321, Synergy_Loewe=-21.4, Synergy_HSA=-0.667. (4) Drug 1: C1=CC=C(C(=C1)C(C2=CC=C(C=C2)Cl)C(Cl)Cl)Cl. Drug 2: CC(C)(C#N)C1=CC(=CC(=C1)CN2C=NC=N2)C(C)(C)C#N. Cell line: NCIH23. Synergy scores: CSS=5.16, Synergy_ZIP=-2.15, Synergy_Bliss=-1.50, Synergy_Loewe=-2.23, Synergy_HSA=-4.53.